From a dataset of Reaction yield outcomes from USPTO patents with 853,638 reactions. Predict the reaction yield, written as a fraction of the theoretical maximum amount of product (1.0 means a 100% yield; for example, 0.34 means a 34% yield). (1) The yield is 0.980. The reactants are [F:1][C:2]1[CH:19]=[CH:18][C:5]([O:6][C:7]2[C:12]([F:13])=[CH:11][C:10]([N+:14]([O-])=O)=[CH:9][C:8]=2[F:17])=[CH:4][CH:3]=1. The catalyst is [Pd].CCOC(C)=O. The product is [F:1][C:2]1[CH:19]=[CH:18][C:5]([O:6][C:7]2[C:12]([F:13])=[CH:11][C:10]([NH2:14])=[CH:9][C:8]=2[F:17])=[CH:4][CH:3]=1. (2) The reactants are [Cl:1][C:2]1[CH:10]=[C:9]([CH3:11])[CH:8]=[C:7]2[C:3]=1[C:4]([NH2:12])=[N:5][NH:6]2.CC1(C)OC(=O)[CH:17]([C:21]([CH:23]2[CH2:28][CH2:27][N:26]([C:29]([O:31][C:32]([CH3:35])([CH3:34])[CH3:33])=[O:30])[CH2:25][CH2:24]2)=O)[C:16](=O)[O:15]1.P([O-])([O-])([O-])=O.[K+].[K+].[K+]. The catalyst is C(#N)C. The product is [Cl:1][C:2]1[C:3]2[C:7]([CH:8]=[C:9]([CH3:11])[CH:10]=1)=[N:6][N:5]1[C:21]([CH:23]3[CH2:28][CH2:27][N:26]([C:29]([O:31][C:32]([CH3:35])([CH3:34])[CH3:33])=[O:30])[CH2:25][CH2:24]3)=[CH:17][C:16](=[O:15])[NH:12][C:4]=21. The yield is 0.450. (3) The reactants are [CH:1]1([NH2:4])[CH2:3][CH2:2]1.[N+:5]([C:8]1[CH:13]=[CH:12][CH:11]=[CH:10][C:9]=1[S:14](Cl)(=[O:16])=[O:15])([O-:7])=[O:6]. The catalyst is C(Cl)Cl. The product is [CH:1]1([NH:4][S:14]([C:9]2[CH:10]=[CH:11][CH:12]=[CH:13][C:8]=2[N+:5]([O-:7])=[O:6])(=[O:15])=[O:16])[CH2:3][CH2:2]1. The yield is 0.880. (4) The reactants are Cl.[CH3:2][NH:3][CH3:4].C[Al](C)C.[O:9]([C:16]1[CH:17]=[C:18]([N:22]([CH2:30][C:31]2[CH:32]=[C:33]([CH:38]=[CH:39][CH:40]=2)[C:34](OC)=[O:35])[CH2:23][CH:24]([OH:29])[C:25]([F:28])([F:27])[F:26])[CH:19]=[CH:20][CH:21]=1)[C:10]1[CH:15]=[CH:14][CH:13]=[CH:12][CH:11]=1.CN([Al]CCl)C. The catalyst is C1(C)C=CC=CC=1.C(OCC)(=O)C. The product is [CH3:2][N:3]([CH3:4])[C:34](=[O:35])[C:33]1[CH:38]=[CH:39][CH:40]=[C:31]([CH2:30][N:22]([C:18]2[CH:19]=[CH:20][CH:21]=[C:16]([O:9][C:10]3[CH:15]=[CH:14][CH:13]=[CH:12][CH:11]=3)[CH:17]=2)[CH2:23][CH:24]([OH:29])[C:25]([F:28])([F:27])[F:26])[CH:32]=1. The yield is 0.910. (5) The reactants are C([C:5]1[CH:6]=[C:7]2[C:12](=[C:13](C(C)(C)C)[CH:14]=1)[O:11][CH:10]([C:19]([OH:21])=[O:20])[CH2:9][CH2:8]2)(C)(C)C.[Cl-].[Al+3].[Cl-].[Cl-].S(=O)(=O)(O)O. The catalyst is C1(C)C=CC=CC=1. The product is [O:11]1[C:12]2[C:7](=[CH:6][CH:5]=[CH:14][CH:13]=2)[CH2:8][CH2:9][CH:10]1[C:19]([OH:21])=[O:20]. The yield is 0.900.